The task is: Predict the product of the given reaction.. This data is from Forward reaction prediction with 1.9M reactions from USPTO patents (1976-2016). Given the reactants [O:1]1[CH:5]=[CH:4][CH:3]=[C:2]1[C:6]1[C:11](I)=[C:10]([S:13][CH3:14])[N:9]=[C:8]([NH2:15])[N:7]=1.[CH:16]([Sn](CCCC)(CCCC)CCCC)=[CH2:17].C(=O)([O-])[O-].[Na+].[Na+], predict the reaction product. The product is: [O:1]1[CH:5]=[CH:4][CH:3]=[C:2]1[C:6]1[C:11]([CH:16]=[CH2:17])=[C:10]([S:13][CH3:14])[N:9]=[C:8]([NH2:15])[N:7]=1.